This data is from Reaction yield outcomes from USPTO patents with 853,638 reactions. The task is: Predict the reaction yield, written as a fraction of the theoretical maximum amount of product (1.0 means a 100% yield; for example, 0.34 means a 34% yield). (1) The product is [C:22]1([O:21][C:20](=[O:28])[NH:17][C:3]2[C:2]([F:1])=[CH:7][N:6]=[C:5]([O:8][CH2:9][C:10]3[CH:11]=[CH:12][C:13]([F:16])=[CH:14][CH:15]=3)[N:4]=2)[CH:27]=[CH:26][CH:25]=[CH:24][CH:23]=1. The catalyst is C1COCC1. The yield is 0.210. The reactants are [F:1][C:2]1[C:3]([NH2:17])=[N:4][C:5]([O:8][CH2:9][C:10]2[CH:15]=[CH:14][C:13]([F:16])=[CH:12][CH:11]=2)=[N:6][CH:7]=1.[H-].[Na+].[C:20](=O)([O:28]C1C=CC=CC=1)[O:21][C:22]1[CH:27]=[CH:26][CH:25]=[CH:24][CH:23]=1.CCOC(C)=O. (2) The reactants are [Cl:1][C:2]1[CH:7]=[CH:6][CH:5]=[CH:4][C:3]=1[C:8]1[CH:18]=[C:11]2[N:12]=[C:13]([CH3:17])[NH:14][C:15](=[O:16])[N:10]2[N:9]=1.[I:19]N1C(=O)CCC1=O. The catalyst is C(Cl)Cl. The product is [Cl:1][C:2]1[CH:7]=[CH:6][CH:5]=[CH:4][C:3]=1[C:8]1[C:18]([I:19])=[C:11]2[N:12]=[C:13]([CH3:17])[NH:14][C:15](=[O:16])[N:10]2[N:9]=1. The yield is 0.910. (3) The reactants are O[C:2]1[C:7]([CH2:8][C:9]([O:11][CH3:12])=[O:10])=[C:6]([CH3:13])[N:5]=[C:4]([CH2:14][C:15]2[CH:20]=[CH:19][C:18]([N+:21]([O-:23])=[O:22])=[CH:17][CH:16]=2)[N:3]=1.CN(C)C1C=CC=CC=1.O=P(Cl)(Cl)[Cl:35]. No catalyst specified. The product is [Cl:35][C:2]1[C:7]([CH2:8][C:9]([O:11][CH3:12])=[O:10])=[C:6]([CH3:13])[N:5]=[C:4]([CH2:14][C:15]2[CH:20]=[CH:19][C:18]([N+:21]([O-:23])=[O:22])=[CH:17][CH:16]=2)[N:3]=1. The yield is 0.320.